Task: Regression. Given two drug SMILES strings and cell line genomic features, predict the synergy score measuring deviation from expected non-interaction effect.. Dataset: NCI-60 drug combinations with 297,098 pairs across 59 cell lines (1) Drug 1: CCC1=CC2CC(C3=C(CN(C2)C1)C4=CC=CC=C4N3)(C5=C(C=C6C(=C5)C78CCN9C7C(C=CC9)(C(C(C8N6C)(C(=O)OC)O)OC(=O)C)CC)OC)C(=O)OC.C(C(C(=O)O)O)(C(=O)O)O. Drug 2: CCN(CC)CCNC(=O)C1=C(NC(=C1C)C=C2C3=C(C=CC(=C3)F)NC2=O)C. Cell line: SF-539. Synergy scores: CSS=33.5, Synergy_ZIP=-1.39, Synergy_Bliss=-0.784, Synergy_Loewe=-17.6, Synergy_HSA=0.0366. (2) Cell line: SK-OV-3. Drug 1: CC1=C(C(CCC1)(C)C)C=CC(=CC=CC(=CC(=O)O)C)C. Drug 2: CC=C1C(=O)NC(C(=O)OC2CC(=O)NC(C(=O)NC(CSSCCC=C2)C(=O)N1)C(C)C)C(C)C. Synergy scores: CSS=45.3, Synergy_ZIP=-0.122, Synergy_Bliss=0.911, Synergy_Loewe=-46.8, Synergy_HSA=0.702. (3) Synergy scores: CSS=12.0, Synergy_ZIP=0.301, Synergy_Bliss=-1.57, Synergy_Loewe=-2.12, Synergy_HSA=-1.65. Cell line: MALME-3M. Drug 2: C1C(C(OC1N2C=NC3=C2NC=NCC3O)CO)O. Drug 1: C1CN1P(=S)(N2CC2)N3CC3.